This data is from Full USPTO retrosynthesis dataset with 1.9M reactions from patents (1976-2016). The task is: Predict the reactants needed to synthesize the given product. (1) The reactants are: [Cl:1][C:2]1[CH:7]=[CH:6][C:5]([C:8]2[CH:13]=[C:12](O)[N:11]3[N:15]=[CH:16][C:17](C([O-])=O)=[C:10]3[N:9]=2)=[CH:4][CH:3]=1.P(Cl)(Cl)([Cl:23])=O.CN(C)C1C=CC=CC=1. Given the product [Cl:23][C:12]1[N:11]2[N:15]=[CH:16][CH:17]=[C:10]2[N:9]=[C:8]([C:5]2[CH:6]=[CH:7][C:2]([Cl:1])=[CH:3][CH:4]=2)[CH:13]=1, predict the reactants needed to synthesize it. (2) Given the product [CH2:1]([O:3][C:4]1[CH:5]=[C:6]([CH:7]=[N+:17]([CH:14]([CH3:16])[CH3:15])[O-:18])[CH:9]=[CH:10][C:11]=1[O:12][CH3:13])[CH3:2], predict the reactants needed to synthesize it. The reactants are: [CH2:1]([O:3][C:4]1[CH:5]=[C:6]([CH:9]=[CH:10][C:11]=1[O:12][CH3:13])[CH:7]=O)[CH3:2].[CH:14]([NH:17][OH:18])([CH3:16])[CH3:15]. (3) Given the product [NH2:14][CH2:13][C:12]1[C:11]([O:15][CH3:16])=[N:10][C:9]([CH3:17])=[CH:8][C:7]=1[CH2:6][N:4]([CH3:5])[CH2:1][CH:2]=[CH2:3], predict the reactants needed to synthesize it. The reactants are: [CH2:1]([N:4]([CH2:6][C:7]1[C:12]([C:13]#[N:14])=[C:11]([O:15][CH3:16])[N:10]=[C:9]([CH3:17])[CH:8]=1)[CH3:5])[CH:2]=[CH2:3].[H-].[H-].[H-].[H-].[Li+].[Al+3]. (4) The reactants are: Br.Br[CH2:3][C:4]([C:6]1[C:7]([F:12])=[N:8][CH:9]=[CH:10][CH:11]=1)=O.[NH2:13][C:14](=[S:25])[CH2:15][N:16]([CH3:24])[C:17](=[O:23])[O:18][C:19]([CH3:22])([CH3:21])[CH3:20].C(=O)([O-])O.[Na+]. Given the product [F:12][C:7]1[C:6]([C:4]2[N:13]=[C:14]([CH2:15][N:16]([CH3:24])[C:17](=[O:23])[O:18][C:19]([CH3:20])([CH3:21])[CH3:22])[S:25][CH:3]=2)=[CH:11][CH:10]=[CH:9][N:8]=1, predict the reactants needed to synthesize it.